This data is from NCI-60 drug combinations with 297,098 pairs across 59 cell lines. The task is: Regression. Given two drug SMILES strings and cell line genomic features, predict the synergy score measuring deviation from expected non-interaction effect. (1) Cell line: NCI-H322M. Drug 1: CCC1(CC2CC(C3=C(CCN(C2)C1)C4=CC=CC=C4N3)(C5=C(C=C6C(=C5)C78CCN9C7C(C=CC9)(C(C(C8N6C=O)(C(=O)OC)O)OC(=O)C)CC)OC)C(=O)OC)O.OS(=O)(=O)O. Synergy scores: CSS=5.05, Synergy_ZIP=-0.0454, Synergy_Bliss=4.96, Synergy_Loewe=1.68, Synergy_HSA=1.67. Drug 2: CCC(=C(C1=CC=CC=C1)C2=CC=C(C=C2)OCCN(C)C)C3=CC=CC=C3.C(C(=O)O)C(CC(=O)O)(C(=O)O)O. (2) Drug 1: C1=C(C(=O)NC(=O)N1)F. Drug 2: CC1C(C(CC(O1)OC2CC(CC3=C2C(=C4C(=C3O)C(=O)C5=CC=CC=C5C4=O)O)(C(=O)C)O)N)O. Cell line: MALME-3M. Synergy scores: CSS=66.4, Synergy_ZIP=4.17, Synergy_Bliss=5.38, Synergy_Loewe=8.11, Synergy_HSA=9.10.